Dataset: Catalyst prediction with 721,799 reactions and 888 catalyst types from USPTO. Task: Predict which catalyst facilitates the given reaction. Reactant: [CH:1]1([C:4]2[N:8]=[C:7]([C:9]3[C:17]4[CH2:16][CH2:15][O:14][CH2:13][C:12]=4[S:11][C:10]=3[NH:18]C(C3CCCC=3C(O)=O)=O)[O:6][N:5]=2)[CH2:3][CH2:2]1.[CH3:29][O:30][C:31]([C:33]1[C:34]([C:39]([OH:41])=O)=[N:35][CH:36]=[CH:37][CH:38]=1)=[O:32].F[B-](F)(F)F.BrC1C=CC=C[N+]=1CC.CCN(C(C)C)C(C)C. Product: [CH:1]1([C:4]2[N:8]=[C:7]([C:9]3[C:17]4[CH2:16][CH2:15][O:14][CH2:13][C:12]=4[S:11][C:10]=3[NH:18][C:39]([C:34]3[N:35]=[CH:36][CH:37]=[CH:38][C:33]=3[C:31]([O:30][CH3:29])=[O:32])=[O:41])[O:6][N:5]=2)[CH2:3][CH2:2]1. The catalyst class is: 2.